From a dataset of Peptide-MHC class II binding affinity with 134,281 pairs from IEDB. Regression. Given a peptide amino acid sequence and an MHC pseudo amino acid sequence, predict their binding affinity value. This is MHC class II binding data. (1) The peptide sequence is VLAPTRVVLSEMKEA. The MHC is DRB3_0202 with pseudo-sequence DRB3_0202. The binding affinity (normalized) is 0.602. (2) The peptide sequence is KRHRLIGAVVLAVSV. The MHC is HLA-DPA10201-DPB10501 with pseudo-sequence HLA-DPA10201-DPB10501. The binding affinity (normalized) is 0.627. (3) The peptide sequence is KKWKYLNAVSLCILTIN. The MHC is DRB5_0101 with pseudo-sequence DRB5_0101. The binding affinity (normalized) is 0. (4) The peptide sequence is APTGMFVAAAKYMVI. The MHC is HLA-DPA10201-DPB11401 with pseudo-sequence HLA-DPA10201-DPB11401. The binding affinity (normalized) is 0.348. (5) The peptide sequence is AAAAAYEAAFAATVP. The MHC is HLA-DQA10301-DQB10302 with pseudo-sequence HLA-DQA10301-DQB10302. The binding affinity (normalized) is 0.201. (6) The peptide sequence is YFESFVREFVATART. The MHC is DRB1_0405 with pseudo-sequence DRB1_0405. The binding affinity (normalized) is 0.694. (7) The peptide sequence is SSNPTILSEGNSFTA. The MHC is DRB3_0101 with pseudo-sequence DRB3_0101. The binding affinity (normalized) is 0.364.